This data is from Catalyst prediction with 721,799 reactions and 888 catalyst types from USPTO. The task is: Predict which catalyst facilitates the given reaction. (1) Reactant: [F:1][C:2]1[CH:9]=[C:8]([F:10])[CH:7]=[CH:6][C:3]=1[CH:4]=O.C(O)(=O)[CH2:12][C:13]([OH:15])=[O:14].N1CCCCC1. Product: [F:1][C:2]1[CH:9]=[C:8]([F:10])[CH:7]=[CH:6][C:3]=1[CH:4]=[CH:12][C:13]([OH:15])=[O:14]. The catalyst class is: 17. (2) Reactant: Cl.[CH3:2][O:3][C:4](=[O:15])[C@@H:5]([NH2:14])[CH2:6][C:7]1[CH:12]=[CH:11][C:10]([Br:13])=[CH:9][CH:8]=1.[NH2:16][C:17]1[CH:25]=[CH:24][C:20]([C:21](O)=[O:22])=[CH:19][CH:18]=1.Cl. Product: [CH3:2][O:3][C:4](=[O:15])[C@@H:5]([NH:14][C:21](=[O:22])[C:20]1[CH:24]=[CH:25][C:17]([NH2:16])=[CH:18][CH:19]=1)[CH2:6][C:7]1[CH:12]=[CH:11][C:10]([Br:13])=[CH:9][CH:8]=1. The catalyst class is: 25. (3) Product: [CH2:16]([O:9][C:3]1[CH:4]=[CH:5][CH:6]=[C:7]([F:8])[C:2]=1[F:1])[CH3:17]. Reactant: [F:1][C:2]1[C:7]([F:8])=[CH:6][CH:5]=[CH:4][C:3]=1[OH:9].C(=O)([O-])[O-].[K+].[K+].[CH2:16](I)[CH3:17]. The catalyst class is: 21. (4) Reactant: [CH2:1]([O:8][C:9]1[CH:10]=[C:11]2[C:15](=[CH:16][CH:17]=1)[NH:14][CH:13]=[CH:12]2)[C:2]1[CH:7]=[CH:6][CH:5]=[CH:4][CH:3]=1.Cl.[NH:19]1[CH2:24][CH2:23][C:22](O)(O)[CH2:21][CH2:20]1.[OH-].[K+].CO. The catalyst class is: 408. Product: [CH2:1]([O:8][C:9]1[CH:10]=[C:11]2[C:15](=[CH:16][CH:17]=1)[NH:14][CH:13]=[C:12]2[C:22]1[CH2:23][CH2:24][NH:19][CH2:20][CH:21]=1)[C:2]1[CH:3]=[CH:4][CH:5]=[CH:6][CH:7]=1. (5) Reactant: [CH3:1][N:2]1[CH2:7][CH2:6][N:5]([C:8]2[CH:13]=[CH:12][C:11]([C@@H:14]([NH:16]C(=O)OC(C)(C)C)[CH3:15])=[CH:10][CH:9]=2)[CH2:4][CH2:3]1.[ClH:24]. Product: [ClH:24].[ClH:24].[CH3:1][N:2]1[CH2:7][CH2:6][N:5]([C:8]2[CH:13]=[CH:12][C:11]([C@@H:14]([NH2:16])[CH3:15])=[CH:10][CH:9]=2)[CH2:4][CH2:3]1. The catalyst class is: 169. (6) Reactant: [Si]([O:8][CH2:9][C@@H:10]([O:26][Si:27]([C:30]([CH3:33])([CH3:32])[CH3:31])([CH3:29])[CH3:28])[C@@H:11]([NH:19][S@](C(C)(C)C)=O)[CH2:12][C:13]#[C:14][Si:15]([CH3:18])([CH3:17])[CH3:16])(C(C)(C)C)(C)C.Cl.[C:35]([O:39][C:40](O[C:40]([O:39][C:35]([CH3:38])([CH3:37])[CH3:36])=[O:41])=[O:41])([CH3:38])([CH3:37])[CH3:36]. Product: [Si:27]([O:26][C@@H:10]([C@@H:11]([NH:19][C:40](=[O:41])[O:39][C:35]([CH3:38])([CH3:37])[CH3:36])[CH2:12][C:13]#[C:14][Si:15]([CH3:16])([CH3:17])[CH3:18])[CH2:9][OH:8])([C:30]([CH3:31])([CH3:32])[CH3:33])([CH3:28])[CH3:29]. The catalyst class is: 100. (7) Reactant: [Cl:1][C:2]1[CH:10]=[CH:9][C:5]([C:6](Cl)=[O:7])=[CH:4][CH:3]=1.[NH2:11][C:12]([CH3:28])([CH2:15][N:16]1[CH:24]=[C:23]2[C:18]([C:19]([Cl:27])=[C:20]([Cl:26])[CH:21]=[C:22]2[Cl:25])=[N:17]1)[C:13]#[N:14]. Product: [C:13]([C:12]([NH:11][C:6](=[O:7])[C:5]1[CH:9]=[CH:10][C:2]([Cl:1])=[CH:3][CH:4]=1)([CH3:28])[CH2:15][N:16]1[CH:24]=[C:23]2[C:18]([C:19]([Cl:27])=[C:20]([Cl:26])[CH:21]=[C:22]2[Cl:25])=[N:17]1)#[N:14]. The catalyst class is: 1. (8) Reactant: [CH:1]1([C:6]2[C:7]([O:22]S(C3C=CC(C)=CC=3)(=O)=O)=[N:8][N:9]3[C:14]=2[C:13]([CH3:15])=[N:12][N:11]=[C:10]3[C:16]2[CH:21]=[CH:20][CH:19]=[CH:18][CH:17]=2)[CH2:5][CH2:4][CH2:3][CH2:2]1.[CH2:33]([N:35]1[C:39]([CH2:40]O)=[N:38][CH:37]=[N:36]1)[CH3:34].[H-].[Na+].O. Product: [CH:1]1([C:6]2[C:7]([O:22][CH2:40][C:39]3[N:35]([CH2:33][CH3:34])[N:36]=[CH:37][N:38]=3)=[N:8][N:9]3[C:14]=2[C:13]([CH3:15])=[N:12][N:11]=[C:10]3[C:16]2[CH:21]=[CH:20][CH:19]=[CH:18][CH:17]=2)[CH2:2][CH2:3][CH2:4][CH2:5]1. The catalyst class is: 3.